Dataset: Catalyst prediction with 721,799 reactions and 888 catalyst types from USPTO. Task: Predict which catalyst facilitates the given reaction. (1) Reactant: [CH3:1][O:2][C:3](=[O:41])[CH2:4][CH2:5][NH:6][C:7]([C:9]1[S:10][C:11]([C:14]([CH2:38][CH:39]=[CH2:40])([CH2:18][O:19][C:20]2[CH:25]=[C:24]([CH3:26])[C:23]([C:27]3[CH:32]=[CH:31][C:30]([C:33]([F:36])([F:35])[F:34])=[CH:29][CH:28]=3)=[C:22]([CH3:37])[CH:21]=2)[CH2:15][CH:16]=[CH2:17])=[CH:12][CH:13]=1)=[O:8]. Product: [CH3:1][O:2][C:3](=[O:41])[CH2:4][CH2:5][NH:6][C:7]([C:9]1[S:10][C:11]([C:14]([CH2:18][O:19][C:20]2[CH:25]=[C:24]([CH3:26])[C:23]([C:27]3[CH:28]=[CH:29][C:30]([C:33]([F:36])([F:34])[F:35])=[CH:31][CH:32]=3)=[C:22]([CH3:37])[CH:21]=2)([CH2:15][CH2:16][CH3:17])[CH2:38][CH2:39][CH3:40])=[CH:12][CH:13]=1)=[O:8]. The catalyst class is: 50. (2) Reactant: [OH:1][C:2]1[CH:7]=[CH:6][C:5]([C:8](=[S:10])[NH2:9])=[CH:4][C:3]=1[CH2:11][CH2:12][CH3:13].Cl[CH:15]1[CH2:20][CH2:19][CH2:18][CH2:17][C:16]1=O. Product: [CH2:11]([C:3]1[CH:4]=[C:5]([C:8]2[S:10][C:15]3[CH2:20][CH2:19][CH2:18][CH2:17][C:16]=3[N:9]=2)[CH:6]=[CH:7][C:2]=1[OH:1])[CH2:12][CH3:13]. The catalyst class is: 743. (3) Reactant: [NH:1]1[CH2:6][CH2:5][CH:4]([NH:7][C:8]2[O:9][C:10]3[C:16]([S:17]([N:20]4[CH2:24][CH2:23][CH2:22][CH2:21]4)(=[O:19])=[O:18])=[CH:15][CH:14]=[CH:13][C:11]=3[N:12]=2)[CH2:3][CH2:2]1.[CH2:25]([O:27][C:28]1[CH:29]=[C:30]([CH:33]=[CH:34][C:35]=1[O:36][CH3:37])[CH:31]=O)[CH3:26].C([BH3-])#N.[Na+].C(N(C(C)C)C(C)C)C. Product: [CH2:25]([O:27][C:28]1[CH:29]=[C:30]([CH:33]=[CH:34][C:35]=1[O:36][CH3:37])[CH2:31][N:1]1[CH2:2][CH2:3][CH:4]([NH:7][C:8]2[O:9][C:10]3[C:16]([S:17]([N:20]4[CH2:24][CH2:23][CH2:22][CH2:21]4)(=[O:19])=[O:18])=[CH:15][CH:14]=[CH:13][C:11]=3[N:12]=2)[CH2:5][CH2:6]1)[CH3:26]. The catalyst class is: 212. (4) The catalyst class is: 31. Product: [CH2:28]([O:12][C:11]([C:7]1[CH:8]=[CH:9][C:10]2[C:5](=[CH:4][CH:3]=[C:2]([C:14]([O:16][CH2:36][C:23]3[CH:22]=[CH:21][CH:20]=[CH:19][CH:18]=3)=[O:15])[CH:1]=2)[CH:6]=1)=[O:13])[C:29]1[CH:34]=[CH:33][CH:32]=[CH:31][CH:30]=1. Reactant: [CH:1]1[C:10]2[C:5](=[CH:6][C:7]([C:11]([OH:13])=[O:12])=[CH:8][CH:9]=2)[CH:4]=[CH:3][C:2]=1[C:14]([OH:16])=[O:15].N12CCCN=[C:23]1[CH2:22][CH2:21][CH2:20][CH2:19][CH2:18]2.[CH2:28](Br)[C:29]1[CH:34]=[CH:33][CH:32]=[CH:31][CH:30]=1.[CH3:36]CN(CC)CC.